This data is from Catalyst prediction with 721,799 reactions and 888 catalyst types from USPTO. The task is: Predict which catalyst facilitates the given reaction. Reactant: C[Al](C)C.[NH2:5][C:6]1[CH:11]=[CH:10][C:9]([Cl:12])=[CH:8][N:7]=1.[Si:13]([O:20][CH2:21][CH2:22][NH:23][C:24]1[CH:29]=[CH:28][C:27]([NH:30][C:31]([C:33]2[NH:37][CH:36]=[N:35][C:34]=2[C:38](OC)=[O:39])=[O:32])=[CH:26][CH:25]=1)([C:16]([CH3:19])([CH3:18])[CH3:17])([CH3:15])[CH3:14].C(C(C(C([O-])=O)O)O)([O-])=O.[K+].[K+]. Product: [Si:13]([O:20][CH2:21][CH2:22][NH:23][C:24]1[CH:29]=[CH:28][C:27]([NH:30][C:31]([C:33]2[NH:37][CH:36]=[N:35][C:34]=2[C:38]([NH:5][C:6]2[CH:11]=[CH:10][C:9]([Cl:12])=[CH:8][N:7]=2)=[O:39])=[O:32])=[CH:26][CH:25]=1)([C:16]([CH3:19])([CH3:17])[CH3:18])([CH3:15])[CH3:14]. The catalyst class is: 4.